From a dataset of Reaction yield outcomes from USPTO patents with 853,638 reactions. Predict the reaction yield, written as a fraction of the theoretical maximum amount of product (1.0 means a 100% yield; for example, 0.34 means a 34% yield). (1) The reactants are [Cl:1][C:2]1[CH:7]=[CH:6][CH:5]=[C:4]([Cl:8])[C:3]=1[OH:9].[Si:10](Cl)([C:13]([CH3:16])([CH3:15])[CH3:14])([CH3:12])[CH3:11].N1C=CN=C1.O. The catalyst is CN(C)C=O. The product is [C:13]([Si:10]([O:9][C:3]1[C:2]([Cl:1])=[CH:7][CH:6]=[CH:5][C:4]=1[Cl:8])([CH3:12])[CH3:11])([CH3:16])([CH3:15])[CH3:14]. The yield is 0.980. (2) The reactants are [N:1]([C@@H:4]([C:7]1[CH:8]=[N:9][C:10]([O:13][CH3:14])=[CH:11][CH:12]=1)[CH2:5][OH:6])=[N+]=[N-]. The catalyst is [Pd].CCOC(C)=O. The product is [NH2:1][C@@H:4]([C:7]1[CH:8]=[N:9][C:10]([O:13][CH3:14])=[CH:11][CH:12]=1)[CH2:5][OH:6]. The yield is 1.00. (3) The reactants are Br[C:2]1[C:3]([CH2:8][CH:9]2[C:17]3[C:12](=[CH:13][CH:14]=[CH:15][CH:16]=3)[C:11]3([C:29]4[C:20](=[CH:21][C:22]5[O:27][CH2:26][CH2:25][O:24][C:23]=5[CH:28]=4)[O:19][CH2:18]3)[C:10]2=[O:30])=[N:4][CH:5]=[CH:6][CH:7]=1.[C-:31]#[N:32].[Na+].O. The catalyst is CN1CCCC1=O.O.O.O.O.O.O.[Ni](Cl)Cl. The product is [O:30]=[C:10]1[CH:9]([CH2:8][C:3]2[C:2]([C:31]#[N:32])=[CH:7][CH:6]=[CH:5][N:4]=2)[C:17]2[C:12](=[CH:13][CH:14]=[CH:15][CH:16]=2)[C:11]21[C:29]1[C:20](=[CH:21][C:22]3[O:27][CH2:26][CH2:25][O:24][C:23]=3[CH:28]=1)[O:19][CH2:18]2. The yield is 0.290. (4) The reactants are [CH2:1]1[CH:5]2[CH2:6][NH:7][CH2:8][CH:4]2[CH2:3][N:2]1[C:9]1[N:14]=[C:13]([C:15]([F:18])([F:17])[F:16])[N:12]=[C:11]([N:19]([CH3:21])[CH3:20])[CH:10]=1.[N:22]1[N:23]([C:27]2[CH:35]=[CH:34][CH:33]=[CH:32][C:28]=2[C:29](O)=[O:30])[N:24]=[CH:25][CH:26]=1.CN(C(ON1N=NC2C=CC=NC1=2)=[N+](C)C)C.F[P-](F)(F)(F)(F)F.CCN(C(C)C)C(C)C. The catalyst is CN(C=O)C.C(OCC)(=O)C. The product is [CH3:20][N:19]([CH3:21])[C:11]1[CH:10]=[C:9]([N:2]2[CH2:3][CH:4]3[CH:5]([CH2:6][N:7]([C:29]([C:28]4[CH:32]=[CH:33][CH:34]=[CH:35][C:27]=4[N:23]4[N:24]=[CH:25][CH:26]=[N:22]4)=[O:30])[CH2:8]3)[CH2:1]2)[N:14]=[C:13]([C:15]([F:18])([F:17])[F:16])[N:12]=1. The yield is 0.434. (5) The reactants are [Li+].[OH-].C[O:4][C:5]([C:7]1[CH:8]=[C:9]2[C:13](=[CH:14][CH:15]=1)[CH2:12][CH2:11][C@H:10]2[NH:16][C:17](=[O:25])[C:18]1[CH:23]=[CH:22][CH:21]=[CH:20][C:19]=1[Cl:24])=[O:6]. The catalyst is CO.O. The product is [Cl:24][C:19]1[CH:20]=[CH:21][CH:22]=[CH:23][C:18]=1[C:17]([NH:16][C@H:10]1[C:9]2[C:13](=[CH:14][CH:15]=[C:7]([C:5]([OH:6])=[O:4])[CH:8]=2)[CH2:12][CH2:11]1)=[O:25]. The yield is 0.930. (6) The reactants are C1(N=C=NC2CCCCC2)CCCCC1.[F:16][C:17]1[CH:22]=[CH:21][CH:20]=[CH:19][C:18]=1[CH2:23][C:24]([OH:26])=O.[CH3:27][C:28]1(C)[O:35]C(=O)[CH2:32][C:30](=O)[O:29]1. The catalyst is ClCCl.CN(C)C1C=CN=CC=1.C(O)C. The product is [F:16][C:17]1[CH:22]=[CH:21][CH:20]=[CH:19][C:18]=1[CH2:23][C:24](=[O:26])[CH2:27][C:28]([O:29][CH2:30][CH3:32])=[O:35]. The yield is 0.760. (7) The reactants are [F:1][C:2]([F:7])([F:6])[C:3]([OH:5])=[O:4].[F:8][C:9]([F:14])([F:13])[C:10]([OH:12])=[O:11].[F:15][C:16]([F:21])([F:20])[C:17]([OH:19])=[O:18].[Cl:22][C:23]1[CH:24]=[N:25][C:26]2[NH:27][C:28]3[CH:29]=[N:30][CH:31]=[C:32]([CH:53]=3)[CH2:33][CH2:34][C:35]3[CH:43]=[C:39]([NH:40][C:41]=1[N:42]=2)[CH:38]=[CH:37][C:36]=3[O:44][CH2:45][CH2:46][CH:47]1[CH2:52][CH2:51][NH:50][CH2:49][CH2:48]1.Cl.[C:55](Cl)(=[O:62])[C:56]1[CH:61]=[CH:60][CH:59]=[N:58][CH:57]=1. No catalyst specified. The product is [F:1][C:2]([F:7])([F:6])[C:3]([OH:5])=[O:4].[F:8][C:9]([F:14])([F:13])[C:10]([OH:12])=[O:11].[F:15][C:16]([F:21])([F:20])[C:17]([OH:19])=[O:18].[Cl:22][C:23]1[CH:24]=[N:25][C:26]2[NH:27][C:28]3[CH:29]=[N:30][CH:31]=[C:32]([CH:53]=3)[CH2:33][CH2:34][C:35]3[CH:43]=[C:39]([NH:40][C:41]=1[N:42]=2)[CH:38]=[CH:37][C:36]=3[O:44][CH2:45][CH2:46][CH:47]1[CH2:48][CH2:49][N:50]([C:55]([C:56]2[CH:57]=[N:58][CH:59]=[CH:60][CH:61]=2)=[O:62])[CH2:51][CH2:52]1. The yield is 0.500. (8) The catalyst is C1COCC1. The product is [Cl:1][C:2]1[CH:3]=[C:4]([NH:39][CH:40]2[CH2:36][CH2:41]2)[C:5]2[N:6]([C:8]([C:11]([NH:13][C:14]3[CH:19]=[CH:18][N:17]=[CH:16][C:15]=3[F:20])=[O:12])=[CH:9][N:10]=2)[N:7]=1. The yield is 0.760. The reactants are [Cl:1][C:2]1[CH:3]=[C:4](Cl)[C:5]2[N:6]([C:8]([C:11]([NH:13][C:14]3[CH:19]=[CH:18][N:17]=[CH:16][C:15]=3[F:20])=[O:12])=[CH:9][N:10]=2)[N:7]=1.Br[C:41]1[C:40]2[N:39](C(C(N[C:36]3[CH:41]=[CH:40][N:39]=CC=3F)=O)=CN=2)N=C(Cl)[CH:36]=1.CCN(C(C)C)C(C)C.C1(N)CC1. (9) The reactants are [Br:1][C:2]1[N:7]=[C:6]([CH:8]=[O:9])[CH:5]=[CH:4][CH:3]=1.[BH4-].[Na+]. The catalyst is CO. The product is [Br:1][C:2]1[N:7]=[C:6]([CH2:8][OH:9])[CH:5]=[CH:4][CH:3]=1. The yield is 0.970.